Dataset: Full USPTO retrosynthesis dataset with 1.9M reactions from patents (1976-2016). Task: Predict the reactants needed to synthesize the given product. (1) Given the product [F:1][C:2]1[CH:7]=[CH:6][C:5]([F:8])=[CH:4][C:3]=1[C:9]1[CH2:13][C:12]([CH2:20][CH2:21][CH2:22][NH2:34])([C:14]2[CH:15]=[CH:16][CH:17]=[CH:18][CH:19]=2)[N:11]([C:24]([N:26]2[CH2:31][CH2:30][O:29][CH2:28][CH2:27]2)=[O:25])[N:10]=1, predict the reactants needed to synthesize it. The reactants are: [F:1][C:2]1[CH:7]=[CH:6][C:5]([F:8])=[CH:4][C:3]=1[C:9]1[CH2:13][C:12]([CH2:20][CH2:21][CH2:22]O)([C:14]2[CH:19]=[CH:18][CH:17]=[CH:16][CH:15]=2)[N:11]([C:24]([N:26]2[CH2:31][CH2:30][O:29][CH2:28][CH2:27]2)=[O:25])[N:10]=1.C([N:34](CC)CC)C.S(Cl)(C)(=O)=O.C([O-])(O)=O.[Na+].[N-]=[N+]=[N-].[Na+].C1(P(C2C=CC=CC=2)C2C=CC=CC=2)C=CC=CC=1. (2) Given the product [CH3:1][S:2]([C:5]1[CH:10]=[CH:9][C:8]([CH:11]([C:19]2[NH:23][C:22]([C:24]3[CH:29]=[C:28]([CH:30]([OH:31])[CH3:32])[CH:27]=[CH:26][N:25]=3)=[CH:21][CH:20]=2)[CH2:12][CH:13]2[CH2:14][CH2:15][O:16][CH2:17][CH2:18]2)=[CH:7][CH:6]=1)(=[O:4])=[O:3], predict the reactants needed to synthesize it. The reactants are: [CH3:1][S:2]([C:5]1[CH:10]=[CH:9][C:8]([CH:11]([C:19]2[NH:23][C:22]([C:24]3[CH:29]=[C:28]([CH:30]=[O:31])[CH:27]=[CH:26][N:25]=3)=[CH:21][CH:20]=2)[CH2:12][CH:13]2[CH2:18][CH2:17][O:16][CH2:15][CH2:14]2)=[CH:7][CH:6]=1)(=[O:4])=[O:3].[CH3:32][Mg]Br. (3) Given the product [C:5]1([C:11]2[CH:20]=[C:19]3[C:14]([CH2:15][CH2:16][CH2:17][N:18]3[C:21]3[CH:26]=[CH:25][N:24]=[C:23]([NH:27][CH:28]4[CH2:29][CH2:30][N:31]([C:1](=[O:4])[CH3:2])[CH2:32][CH2:33]4)[N:22]=3)=[N:13][CH:12]=2)[CH:10]=[CH:9][CH:8]=[CH:7][CH:6]=1, predict the reactants needed to synthesize it. The reactants are: [C:1]([OH:4])(=O)[CH3:2].[C:5]1([C:11]2[CH:20]=[C:19]3[C:14]([CH2:15][CH2:16][CH2:17][N:18]3[C:21]3[CH:26]=[CH:25][N:24]=[C:23]([NH:27][CH:28]4[CH2:33][CH2:32][NH:31][CH2:30][CH2:29]4)[N:22]=3)=[N:13][CH:12]=2)[CH:10]=[CH:9][CH:8]=[CH:7][CH:6]=1. (4) Given the product [C:34]([O:38][C:39](=[O:51])[NH:40][CH2:41][CH2:42][CH:43]([NH:50][C:2]1[CH:7]=[CH:6][CH:5]=[C:4]([C:8]2[C:16]3[C:11](=[N:12][C:13]([NH:17][CH2:18][CH2:19][N:20]4[CH2:25][CH2:24][O:23][CH2:22][CH2:21]4)=[N:14][CH:15]=3)[N:10]([CH2:26][O:27][CH2:28][CH2:29][Si:30]([CH3:33])([CH3:32])[CH3:31])[N:9]=2)[CH:3]=1)[C:44]1[CH:49]=[CH:48][CH:47]=[CH:46][CH:45]=1)([CH3:37])([CH3:35])[CH3:36], predict the reactants needed to synthesize it. The reactants are: Br[C:2]1[CH:3]=[C:4]([C:8]2[C:16]3[C:11](=[N:12][C:13]([NH:17][CH2:18][CH2:19][N:20]4[CH2:25][CH2:24][O:23][CH2:22][CH2:21]4)=[N:14][CH:15]=3)[N:10]([CH2:26][O:27][CH2:28][CH2:29][Si:30]([CH3:33])([CH3:32])[CH3:31])[N:9]=2)[CH:5]=[CH:6][CH:7]=1.[C:34]([O:38][C:39](=[O:51])[NH:40][CH2:41][CH2:42][CH:43]([NH2:50])[C:44]1[CH:49]=[CH:48][CH:47]=[CH:46][CH:45]=1)([CH3:37])([CH3:36])[CH3:35].CN(C1C(C2C(P(C3CCCCC3)C3CCCCC3)=CC=CC=2)=CC=CC=1)C.C([O-])([O-])=O.[K+].[K+]. (5) Given the product [N+:1]([C:13]1[CH:14]=[CH:15][C:10]([C@H:16]2[CH2:17][CH2:18][C@H:19]([CH2:22][C:23]([O:25][CH3:26])=[O:24])[CH2:20][CH2:21]2)=[CH:11][CH:12]=1)([O-:4])=[O:2], predict the reactants needed to synthesize it. The reactants are: [N+:1]([O-:4])(O)=[O:2].S(=O)(=O)(O)O.[C:10]1([C@H:16]2[CH2:21][CH2:20][C@H:19]([CH2:22][C:23]([O:25][CH3:26])=[O:24])[CH2:18][CH2:17]2)[CH:15]=[CH:14][CH:13]=[CH:12][CH:11]=1. (6) Given the product [C:2]1([C:15]2[CH:20]=[CH:19][CH:18]=[CH:17][CH:16]=2)[CH:7]=[CH:6][CH:5]=[C:4]([C:8]2[CH:13]=[CH:12][C:11]([CH3:14])=[CH:10][N:9]=2)[CH:3]=1, predict the reactants needed to synthesize it. The reactants are: Br[C:2]1[CH:3]=[C:4]([C:8]2[CH:13]=[CH:12][C:11]([CH3:14])=[CH:10][N:9]=2)[CH:5]=[CH:6][CH:7]=1.[C:15]1(B(O)O)[CH:20]=[CH:19][CH:18]=[CH:17][CH:16]=1.C1(P(C2C=CC=CC=2)C2C=CC=CC=2)C=CC=CC=1.C(=O)([O-])[O-].[K+].[K+]. (7) Given the product [CH2:1]([N:3]([CH2:11][C:12]1[CH:13]=[N:14][CH:15]=[C:16]([C:19]2[CH:20]=[C:21]3[C:25](=[CH:26][CH:27]=2)[N:24]([CH:28]2[CH2:33][CH2:32][CH2:31][CH2:30][O:29]2)[N:23]=[C:22]3[C:34]2[NH:35][C:36]([C:39]([N:41]3[CH2:102][CH2:101][C:100]([OH:99])([C:106]4[CH:111]=[CH:110][CH:109]=[CH:108][CH:107]=4)[CH2:105][CH2:42]3)=[O:40])=[CH:37][N:38]=2)[C:17]=1[CH3:18])[C:4](=[O:10])[O:5][C:6]([CH3:9])([CH3:8])[CH3:7])[CH3:2], predict the reactants needed to synthesize it. The reactants are: [CH2:1]([N:3]([CH2:11][C:12]1[CH:13]=[N:14][CH:15]=[C:16]([C:19]2[CH:20]=[C:21]3[C:25](=[CH:26][CH:27]=2)[N:24]([CH:28]2[CH2:33][CH2:32][CH2:31][CH2:30][O:29]2)[N:23]=[C:22]3[C:34]2[NH:35][C:36]([C:39]([NH:41][CH2:42]C3C=NC=CC=3)=[O:40])=[CH:37][N:38]=2)[C:17]=1[CH3:18])[C:4](=[O:10])[O:5][C:6]([CH3:9])([CH3:8])[CH3:7])[CH3:2].C(OC(N(CC1C(C)=C(C2C=C3C(=CC=2)N(C2CCCCO2)N=C3C2NC(C(O)=O)=CN=2)C=NC=1)CC)=O)(C)(C)C.C(N(C(C)C)CC)(C)C.[OH:99][C:100]1([C:106]2[CH:111]=[CH:110][CH:109]=[CH:108][CH:107]=2)[CH2:105]CN[CH2:102][CH2:101]1.CN(C(ON1N=NC2C=CC=NC1=2)=[N+](C)C)C.F[P-](F)(F)(F)(F)F.